This data is from Forward reaction prediction with 1.9M reactions from USPTO patents (1976-2016). The task is: Predict the product of the given reaction. Given the reactants Cl.C(N=C=NCCCN(C)C)C.O[C:14]1[C:22]2N=NN[C:18]=2[CH:17]=[CH:16][CH:15]=1.C(N(C(C)C)CC)(C)C.C[N:33]([CH:35]=[O:36])C, predict the reaction product. The product is: [C:35]([NH2:33])(=[O:36])[C:14]1[CH:22]=[CH:18][CH:17]=[CH:16][CH:15]=1.